From a dataset of Catalyst prediction with 721,799 reactions and 888 catalyst types from USPTO. Predict which catalyst facilitates the given reaction. (1) Reactant: [Cl:1][C:2]1[C:10]2[C:5](=[CH:6][CH:7]=[CH:8][CH:9]=2)[N:4]([C:11]#[N:12])[N:3]=1.Cl[C:14](=[N:28][OH:29])[CH:15]1[CH2:20][CH2:19][N:18]([C:21]([O:23][C:24]([CH3:27])([CH3:26])[CH3:25])=[O:22])[CH2:17][CH2:16]1.C(=O)(O)[O-].[Na+].O. Product: [Cl:1][C:2]1[C:10]2[C:5](=[CH:6][CH:7]=[CH:8][CH:9]=2)[N:4]([C:11]2[O:29][N:28]=[C:14]([CH:15]3[CH2:20][CH2:19][N:18]([C:21]([O:23][C:24]([CH3:27])([CH3:26])[CH3:25])=[O:22])[CH2:17][CH2:16]3)[N:12]=2)[N:3]=1. The catalyst class is: 11. (2) Reactant: [F:1][C:2]1[CH:7]=[CH:6][C:5]([C:8]2([OH:19])[CH2:13][C:12]([CH3:15])([CH3:14])[N:11]([OH:16])[C:10]([CH3:18])([CH3:17])[CH2:9]2)=[CH:4][CH:3]=1.[ClH:20]. Product: [ClH:20].[F:1][C:2]1[CH:7]=[CH:6][C:5]([C:8]2([OH:19])[CH2:13][C:12]([CH3:14])([CH3:15])[N:11]([OH:16])[C:10]([CH3:18])([CH3:17])[CH2:9]2)=[CH:4][CH:3]=1. The catalyst class is: 41.